From a dataset of Catalyst prediction with 721,799 reactions and 888 catalyst types from USPTO. Predict which catalyst facilitates the given reaction. (1) Reactant: [C:1]([C:4]1[N:5]=[C:6]([CH2:26][CH3:27])[C:7]([O:11][C:12]2[CH:13]=[C:14]([NH:18][C:19](=[O:25])[O:20][C:21]([CH3:24])([CH3:23])[CH3:22])[CH:15]=[CH:16][CH:17]=2)=[N:8][C:9]=1Cl)(=[O:3])[NH2:2].[Br:28][C:29]1[CH:34]=[CH:33][C:32]([OH:35])=[CH:31][CH:30]=1.C(=O)([O-])[O-].[K+].[K+].CN1CCCC1=O. Product: [Br:28][C:29]1[CH:34]=[CH:33][C:32]([O:35][C:9]2[N:8]=[C:7]([O:11][C:12]3[CH:13]=[C:14]([NH:18][C:19](=[O:25])[O:20][C:21]([CH3:24])([CH3:23])[CH3:22])[CH:15]=[CH:16][CH:17]=3)[C:6]([CH2:26][CH3:27])=[N:5][C:4]=2[C:1](=[O:3])[NH2:2])=[CH:31][CH:30]=1. The catalyst class is: 6. (2) Reactant: [NH:1]1[C:11]2[C:6](=[CH:7][CH:8]=[CH:9][CH:10]=2)[C:4](=O)[C:2]1=[O:3].[H-].[Na+].Br[CH2:15][CH2:16][O:17][CH3:18].O.NN.Cl. Product: [CH3:18][O:17][CH2:16][CH2:15][N:1]1[C:11]2[C:6](=[CH:7][CH:8]=[CH:9][CH:10]=2)[CH2:4][C:2]1=[O:3]. The catalyst class is: 623. (3) Reactant: [CH3:1][C:2]1[CH:3]=[C:4]([S:8][CH2:9][C:10]([C:12]2[CH:13]=[N:14][CH:15]=[CH:16][CH:17]=2)=O)[CH:5]=[CH:6][CH:7]=1.O.[OH-].[Na+]. Product: [CH3:1][C:2]1[CH:7]=[CH:6][C:5]2[C:10]([C:12]3[CH:13]=[N:14][CH:15]=[CH:16][CH:17]=3)=[CH:9][S:8][C:4]=2[CH:3]=1. The catalyst class is: 26. (4) The catalyst class is: 14. Product: [CH3:1][C:2]1[CH:7]=[C:6]([O:8][CH2:9][CH2:10][CH2:11][S:12]([CH3:15])(=[O:14])=[O:13])[CH:5]=[CH:4][C:3]=1[C:16]1[C:17]2[CH:24]=[C:23]([O:25][CH2:26][C:27]3[CH:28]=[CH:29][C:30]([C@@H:33]([C:40]#[C:41][CH3:42])[CH2:34][C:35]([OH:37])=[O:36])=[CH:31][CH:32]=3)[CH:22]=[CH:21][C:18]=2[S:19][CH:20]=1. Reactant: [CH3:1][C:2]1[CH:7]=[C:6]([O:8][CH2:9][CH2:10][CH2:11][S:12]([CH3:15])(=[O:14])=[O:13])[CH:5]=[CH:4][C:3]=1[C:16]1[C:17]2[CH:24]=[C:23]([O:25][CH2:26][C:27]3[CH:32]=[CH:31][C:30]([C@@H:33]([C:40]#[C:41][CH3:42])[CH2:34][C:35]([O:37]CC)=[O:36])=[CH:29][CH:28]=3)[CH:22]=[CH:21][C:18]=2[S:19][CH:20]=1.[Li+].[OH-].Cl. (5) Reactant: [N:1]1[CH:6]=[CH:5][CH:4]=[C:3]([NH2:7])[CH:2]=1.[Br:8][C:9]1[CH:10]=[CH:11][C:12]([O:18][CH2:19][C:20]2[CH:25]=[CH:24][CH:23]=[C:22]([O:26][CH3:27])[CH:21]=2)=[C:13]([CH:17]=1)[C:14](O)=[O:15].Cl.CN(C)CCCN=C=NCC.ON1C2C=CC=CC=2N=N1. Product: [Br:8][C:9]1[CH:10]=[CH:11][C:12]([O:18][CH2:19][C:20]2[CH:25]=[CH:24][CH:23]=[C:22]([O:26][CH3:27])[CH:21]=2)=[C:13]([CH:17]=1)[C:14]([NH:7][C:3]1[CH:2]=[N:1][CH:6]=[CH:5][CH:4]=1)=[O:15]. The catalyst class is: 3. (6) Reactant: [Cl:1][C:2]1[CH:7]=[CH:6][CH:5]=[CH:4][C:3]=1[N:8]1[C:17](=[O:18])[C:16]2[C:11](=[N:12][C:13](S(C)=O)=[N:14][CH:15]=2)[N:10]2[CH:22]=[CH:23][N:24]=[C:9]12.[NH2:25][C:26]1[CH:31]=[CH:30][C:29]([CH:32]2[CH2:36][CH2:35][N:34](C(OC(C)(C)C)=O)[CH2:33]2)=[CH:28][CH:27]=1.[F:44][C:45]([F:50])([F:49])[C:46]([OH:48])=[O:47]. Product: [Cl:1][C:2]1[CH:7]=[CH:6][CH:5]=[CH:4][C:3]=1[N:8]1[C:17](=[O:18])[C:16]2[CH:15]=[N:14][C:13]([NH:25][C:26]3[CH:27]=[CH:28][C:29]([CH:32]4[CH2:36][CH2:35][NH:34][CH2:33]4)=[CH:30][CH:31]=3)=[N:12][C:11]=2[N:10]2[CH:22]=[CH:23][N:24]=[C:9]12.[F:44][C:45]([F:50])([F:49])[C:46]([OH:48])=[O:47]. The catalyst class is: 13. (7) Reactant: [CH3:1][O:2][C:3]([CH3:13])([CH3:12])[CH2:4][CH2:5][CH2:6][C:7]([CH3:11])([OH:10])[C:8]#[CH:9].C1(C)C=CC(S(O)(=O)=O)=CC=1.[C:25](OC(=O)C)(=[O:27])[CH3:26]. Product: [C:25]([O:10][C:7]([CH3:11])([CH2:6][CH2:5][CH2:4][C:3]([O:2][CH3:1])([CH3:13])[CH3:12])[C:8]#[CH:9])(=[O:27])[CH3:26]. The catalyst class is: 6. (8) Reactant: C(OC([N:8]1[CH2:12][CH:11]([NH:13][C:14]2[CH:19]=[CH:18][CH:17]=[C:16]([Cl:20])[CH:15]=2)[CH2:10][CH:9]1[C:21]([OH:23])=[O:22])=O)(C)(C)C.CCOCC. Product: [Cl:20][C:16]1[CH:15]=[C:14]([NH:13][C@@H:11]2[CH2:12][NH:8][C@H:9]([C:21]([OH:23])=[O:22])[CH2:10]2)[CH:19]=[CH:18][CH:17]=1. The catalyst class is: 89.